Task: Predict the reactants needed to synthesize the given product.. Dataset: Full USPTO retrosynthesis dataset with 1.9M reactions from patents (1976-2016) (1) The reactants are: Br[C:2]1[CH:3]=[CH:4][C:5]([F:19])=[C:6]([S:8][CH:9]2[CH2:14][CH2:13][CH:12]([C:15]([O:17][CH3:18])=[O:16])[CH2:11][CH2:10]2)[CH:7]=1.[C:20](=[O:23])([O-])[O-].[Na+].[Na+].CC1(C)C2C(=C(P(C3C=CC=CC=3)C3C=CC=CC=3)C=CC=2)OC2C(P(C3C=CC=CC=3)C3C=CC=CC=3)=CC=CC1=2.[Cl:68][C:69]1[CH:70]=[C:71]([CH:73]=[CH:74][C:75]=1[F:76])[NH2:72]. Given the product [Cl:68][C:69]1[CH:70]=[C:71]([NH:72][C:20]([C:2]2[CH:3]=[CH:4][C:5]([F:19])=[C:6]([S:8][CH:9]3[CH2:14][CH2:13][CH:12]([C:15]([O:17][CH3:18])=[O:16])[CH2:11][CH2:10]3)[CH:7]=2)=[O:23])[CH:73]=[CH:74][C:75]=1[F:76], predict the reactants needed to synthesize it. (2) Given the product [CH3:24][N:23]([CH3:25])[CH2:22][CH2:21][N:19]([CH3:20])[C:17]([C:15]1[CH:14]=[CH:13][C:11]2[N:12]=[C:8]([C:6]3[CH:7]=[C:2]([C:27]4[CH:32]=[CH:31][CH:30]=[CH:29][CH:28]=4)[CH:3]=[CH:4][C:5]=3[OH:26])[S:9][C:10]=2[CH:16]=1)=[O:18], predict the reactants needed to synthesize it. The reactants are: Br[C:2]1[CH:3]=[CH:4][C:5]([OH:26])=[C:6]([C:8]2[S:9][C:10]3[CH:16]=[C:15]([C:17]([N:19]([CH2:21][CH2:22][N:23]([CH3:25])[CH3:24])[CH3:20])=[O:18])[CH:14]=[CH:13][C:11]=3[N:12]=2)[CH:7]=1.[C:27]1(B(O)O)[CH:32]=[CH:31][CH:30]=[CH:29][CH:28]=1.C(=O)([O-])[O-].[Na+].[Na+].C(O)C. (3) Given the product [Cl:38][C:19]1[CH:20]=[C:21]([NH:25][C:26]([C:28]2[C:36]3[C:31](=[CH:32][CH:33]=[CH:34][CH:35]=3)[N:30]([CH3:37])[CH:29]=2)=[O:27])[C:22]([Cl:24])=[CH:23][C:18]=1[CH2:17][C:16]([N:12]1[CH2:13][CH2:14][CH2:15][C@H:11]1[C:9]1[S:10][C:6]([CH2:5][CH2:4][C:3]([OH:40])=[O:2])=[CH:7][N:8]=1)=[O:39], predict the reactants needed to synthesize it. The reactants are: C[O:2][C:3](=[O:40])[CH2:4][CH2:5][C:6]1[S:10][C:9]([C@@H:11]2[CH2:15][CH2:14][CH2:13][N:12]2[C:16](=[O:39])[CH2:17][C:18]2[CH:23]=[C:22]([Cl:24])[C:21]([NH:25][C:26]([C:28]3[C:36]4[C:31](=[CH:32][CH:33]=[CH:34][CH:35]=4)[N:30]([CH3:37])[CH:29]=3)=[O:27])=[CH:20][C:19]=2[Cl:38])=[N:8][CH:7]=1.[OH-].[Na+].CO. (4) Given the product [F:30][C:2]1([F:1])[CH2:5][N:4]([CH:6]2[CH2:11][CH2:10][CH:9]([C:12]3[C:20]4[C:15](=[CH:16][CH:17]=[CH:18][CH:19]=4)[N:14]([C:21]4[CH:26]=[CH:25][C:24]([NH2:27])=[CH:23][CH:22]=4)[CH:13]=3)[CH2:8][CH2:7]2)[CH2:3]1, predict the reactants needed to synthesize it. The reactants are: [F:1][C:2]1([F:30])[CH2:5][N:4]([CH:6]2[CH2:11][CH2:10][C:9]([C:12]3[C:20]4[C:15](=[CH:16][CH:17]=[CH:18][CH:19]=4)[N:14]([C:21]4[CH:26]=[CH:25][C:24]([N+:27]([O-])=O)=[CH:23][CH:22]=4)[CH:13]=3)=[CH:8][CH2:7]2)[CH2:3]1. (5) Given the product [NH:29]1[CH2:30][CH2:31][CH2:32][C@H:27]([CH2:26][N:25]2[C:24]3[CH:40]=[CH:41][CH:42]=[CH:43][C:23]=3[N:22]=[C:21]2[CH2:20][N:9]([C@@H:10]2[C:19]3[N:18]=[CH:17][CH:16]=[CH:15][C:14]=3[CH2:13][CH2:12][CH2:11]2)[CH2:8][CH2:7][OH:6])[CH2:28]1, predict the reactants needed to synthesize it. The reactants are: CC([Si](C)(C)[O:6][CH2:7][CH2:8][N:9]([CH2:20][C:21]1[N:25]([CH2:26][C@H:27]2[CH2:32][CH2:31][CH2:30][N:29](C(OC(C)(C)C)=O)[CH2:28]2)[C:24]2[CH:40]=[CH:41][CH:42]=[CH:43][C:23]=2[N:22]=1)[C@@H:10]1[C:19]2[N:18]=[CH:17][CH:16]=[CH:15][C:14]=2[CH2:13][CH2:12][CH2:11]1)(C)C.CN(CC1N(C[C@H]2CCCNC2)C2C=CC=CC=2N=1)[C@@H]1C2N=CC=CC=2CCC1. (6) The reactants are: [Br:1][C:2]1[CH:7]=[CH:6][C:5]([C:8]2[N:12]([CH2:13][C@@H:14]3[CH2:18][CH2:17][N:16]([C:19]([O:21]C(C)(C)C)=O)[CH2:15]3)[C:11]3[CH:26]=[C:27]([C:30]([O:32][CH3:33])=[O:31])[CH:28]=[CH:29][C:10]=3[N:9]=2)=[CH:4][CH:3]=1.[C:34](O)([C:36](F)(F)F)=O.[CH2:41](Cl)Cl. Given the product [Br:1][C:2]1[CH:3]=[CH:4][C:5]([C:8]2[N:12]([CH2:13][C@@H:14]3[CH2:18][CH2:17][N:16]([C:19]([CH:36]4[CH2:34][CH2:41]4)=[O:21])[CH2:15]3)[C:11]3[CH:26]=[C:27]([C:30]([O:32][CH3:33])=[O:31])[CH:28]=[CH:29][C:10]=3[N:9]=2)=[CH:6][CH:7]=1, predict the reactants needed to synthesize it.